From a dataset of Reaction yield outcomes from USPTO patents with 853,638 reactions. Predict the reaction yield, written as a fraction of the theoretical maximum amount of product (1.0 means a 100% yield; for example, 0.34 means a 34% yield). No catalyst specified. The product is [F:19][C:16]1[CH:17]=[CH:18][C:13]([O:1][C:2]2[CH:7]=[CH:6][CH:5]=[CH:4][C:3]=2[C:8]([F:9])([F:10])[F:11])=[C:14]([N+:20]([O-:22])=[O:21])[CH:15]=1.[F:23][C:24]1[CH:25]=[CH:26][C:27]([O:31][C:32]2[CH:37]=[CH:36][CH:35]=[CH:34][C:33]=2[C:38]([F:39])([F:40])[F:41])=[C:28]([NH:29][C:2]([NH:42][C:43]2[S:44][CH:45]=[CH:46][N:47]=2)=[O:1])[CH:30]=1. The reactants are [OH:1][C:2]1[CH:7]=[CH:6][CH:5]=[CH:4][C:3]=1[C:8]([F:11])([F:10])[F:9].F[C:13]1[CH:18]=[CH:17][C:16]([F:19])=[CH:15][C:14]=1[N+:20]([O-:22])=[O:21].[F:23][C:24]1[CH:25]=[CH:26][C:27]([O:31][C:32]2[CH:37]=[CH:36][CH:35]=[CH:34][C:33]=2[C:38]([F:41])([F:40])[F:39])=[C:28]([CH:30]=1)[NH2:29].[NH2:42][C:43]1[S:44][CH:45]=[CH:46][N:47]=1. The yield is 0.780.